From a dataset of Catalyst prediction with 721,799 reactions and 888 catalyst types from USPTO. Predict which catalyst facilitates the given reaction. Reactant: CB1OB(C)OB(C)O1.[NH2:10][C:11]1[C:20](I)=[CH:19][C:18]([Br:22])=[CH:17][C:12]=1[C:13]([O:15][CH3:16])=[O:14].Cl[CH2:24]Cl.C(=O)([O-])[O-].[Cs+].[Cs+]. Product: [NH2:10][C:11]1[C:20]([CH3:24])=[CH:19][C:18]([Br:22])=[CH:17][C:12]=1[C:13]([O:15][CH3:16])=[O:14]. The catalyst class is: 75.